From a dataset of Catalyst prediction with 721,799 reactions and 888 catalyst types from USPTO. Predict which catalyst facilitates the given reaction. (1) Reactant: [Na].[CH3:2][CH:3]([CH3:7])[C:4](=[O:6])[CH3:5].[C:8](OCC)(=[O:14])[C:9]([O:11][CH2:12][CH3:13])=[O:10].S(=O)(=O)(O)O. Product: [CH3:2][CH:3]([CH3:7])[C:4](=[O:6])[CH2:5][C:8](=[O:14])[C:9]([O:11][CH2:12][CH3:13])=[O:10]. The catalyst class is: 315. (2) Reactant: [NH2:1][CH2:2][C@@H:3]1[CH2:8][CH2:7][CH2:6][N:5]([C:9]([O:11][C:12]([CH3:15])([CH3:14])[CH3:13])=[O:10])[CH2:4]1.C(N(CC)CC)C.Cl[C:24]([O:26][CH2:27][CH2:28][O:29][CH3:30])=[O:25]. Product: [C:12]([O:11][C:9]([N:5]1[CH2:6][CH2:7][CH2:8][C@@H:3]([CH2:2][NH:1][C:24](=[O:25])[O:26][CH2:27][CH2:28][O:29][CH3:30])[CH2:4]1)=[O:10])([CH3:15])([CH3:14])[CH3:13]. The catalyst class is: 2. (3) Reactant: [H-].[H-].[H-].[H-].[Li+].[Al+3].[CH3:7][C:8]([CH3:21])([CH2:13][O:14][CH:15]1[CH2:20][CH2:19][CH2:18][CH2:17][O:16]1)[C:9](OC)=[O:10].O.[OH-].[Na+]. Product: [CH3:7][C:8]([CH3:21])([CH2:13][O:14][CH:15]1[CH2:20][CH2:19][CH2:18][CH2:17][O:16]1)[CH2:9][OH:10]. The catalyst class is: 1. (4) Reactant: [Cl:1][C:2]1[CH:3]=[CH:4][CH:5]=[C:6]2[C:11]=1[CH2:10][O:9][CH2:8][C:7]2=[O:12].[BH4-].[Na+].Cl. Product: [Cl:1][C:2]1[CH:3]=[CH:4][CH:5]=[C:6]2[C:11]=1[CH2:10][O:9][CH2:8][CH:7]2[OH:12]. The catalyst class is: 5. (5) Reactant: [O:1]1[CH2:6][CH2:5][CH2:4][CH2:3][CH:2]1[N:7]1[CH:11]=[C:10]([C:12]2[N:17]=[C:16]3[CH:18]=[CH:19][NH:20][C:15]3=[CH:14][CH:13]=2)[CH:9]=[N:8]1.C([O-])=O.[NH4+:24].CO.ClCCl. Product: [CH3:14][C@H:13]1[NH:24][CH2:9][C@@H:10]([CH2:11][N:20]2[C:15]3[C:16](=[N:17][C:12]([C:10]4[CH:9]=[N:8][N:7]([CH:2]5[CH2:3][CH2:4][CH2:5][CH2:6][O:1]5)[CH:11]=4)=[CH:13][CH:14]=3)[CH:18]=[CH:19]2)[CH2:12]1. The catalyst class is: 105. (6) The catalyst class is: 4. Reactant: [NH:1]1[CH:5]=[CH:4][N:3]=[C:2]1[CH2:6][N:7]([CH2:14][C:15]1[CH:37]=[CH:36][C:18]([C:19]([NH:21][C:22]2[CH:27]=[CH:26][C:25]([CH2:28][N:29]([CH2:33][CH2:34][CH3:35])[CH2:30][CH2:31][CH3:32])=[CH:24][CH:23]=2)=[O:20])=[CH:17][CH:16]=1)[CH2:8][C:9]1[NH:10][CH:11]=[CH:12][N:13]=1.C(N([CH2:43][CH3:44])CC)C.Cl[C:46]([O:48][CH2:49][CH2:50][CH2:51][CH2:52][CH2:53][CH2:54][CH3:55])=[O:47].[C:56](=[O:59])(O)[O-:57].[Na+]. Product: [CH2:49]([O:48][C:46]([N:1]1[CH:5]=[CH:4][N:3]=[C:2]1[CH2:6][N:7]([CH2:14][C:15]1[CH:37]=[CH:36][C:18]([C:19]([NH:21][C:22]2[CH:23]=[CH:24][C:25]([CH2:28][N:29]([CH2:33][CH2:34][CH3:35])[CH2:30][CH2:31][CH3:32])=[CH:26][CH:27]=2)=[O:20])=[CH:17][CH:16]=1)[CH2:8][C:9]1[N:13]([C:56]([O:57][CH2:17][CH2:16][CH2:15][CH2:37][CH2:36][CH2:43][CH3:44])=[O:59])[CH:12]=[CH:11][N:10]=1)=[O:47])[CH2:50][CH2:51][CH2:52][CH2:53][CH2:54][CH3:55]. (7) Reactant: [CH3:1][O:2][C:3]([C:5]1[S:6][C:7]([CH:13]=[O:14])=[CH:8][C:9]=1[CH:10]([CH3:12])[CH3:11])=[O:4].CC(=CC)C.[Cl-].[Na+].[O:22]1CCOCC1. Product: [CH3:1][O:2][C:3]([C:5]1[S:6][C:7]([C:13]([OH:22])=[O:14])=[CH:8][C:9]=1[CH:10]([CH3:11])[CH3:12])=[O:4]. The catalyst class is: 6. (8) Reactant: N1C2C(=NC=CC=2)N([N:10]2[C:14](/[CH:15]=[C:16]3\[C:17](=[O:26])[NH:18][C:19]4[C:24]\3=[CH:23][C:22]([F:25])=[CH:21][CH:20]=4)=[C:13]([CH3:27])[C:12]([C:28]([O-])=[O:29])=[C:11]2[CH3:31])N=1.CCN(C(C)C)C(C)C.[NH2:41][C@H:42]1[CH2:47][CH2:46][CH2:45][CH2:44][C@@H:43]1[OH:48]. Product: [OH:48][C@H:43]1[CH2:44][CH2:45][CH2:46][CH2:47][C@@H:42]1[NH:41][C:28]([C:12]1[C:13]([CH3:27])=[C:14](/[CH:15]=[C:16]2\[C:17](=[O:26])[NH:18][C:19]3[C:24]\2=[CH:23][C:22]([F:25])=[CH:21][CH:20]=3)[NH:10][C:11]=1[CH3:31])=[O:29]. The catalyst class is: 3. (9) Product: [OH:10][CH2:9][CH2:8][CH2:7][CH2:6][CH2:5][CH2:4][CH2:3][CH2:2][N:11]1[CH2:16][CH2:15][O:14][CH2:13][CH2:12]1. The catalyst class is: 7. Reactant: Br[CH2:2][CH2:3][CH2:4][CH2:5][CH2:6][CH2:7][CH2:8][CH2:9][OH:10].[NH:11]1[CH2:16][CH2:15][O:14][CH2:13][CH2:12]1.C(=O)(O)[O-].[Na+]. (10) Reactant: [O:1]1[CH2:6][CH2:5][O:4][CH2:3][CH:2]1[C:7](=O)[CH3:8].[CH3:10][O:11][C:12]1[CH:17]=[CH:16][C:15]([CH2:18][NH2:19])=[CH:14][CH:13]=1.C(O[BH-](OC(=O)C)OC(=O)C)(=O)C.[Na+]. Product: [O:1]1[CH2:6][CH2:5][O:4][CH2:3][CH:2]1[CH:7]([NH:19][CH2:18][C:15]1[CH:16]=[CH:17][C:12]([O:11][CH3:10])=[CH:13][CH:14]=1)[CH3:8]. The catalyst class is: 26.